This data is from Catalyst prediction with 721,799 reactions and 888 catalyst types from USPTO. The task is: Predict which catalyst facilitates the given reaction. Product: [F:6][C:7]1[CH:12]=[C:11]([F:13])[CH:10]=[CH:9][C:8]=1[C@:14]1([CH2:24][N:25]2[C:29]([S:31][CH3:30])=[N:28][CH:27]=[N:26]2)[C@@H:16]([C:17]2[CH:22]=[CH:21][CH:20]=[CH:19][C:18]=2[F:23])[O:15]1. The catalyst class is: 83. Reactant: C([Li])CCC.[F:6][C:7]1[CH:12]=[C:11]([F:13])[CH:10]=[CH:9][C:8]=1[C@:14]1([CH2:24][N:25]2[CH:29]=[N:28][CH:27]=[N:26]2)[C@@H:16]([C:17]2[CH:22]=[CH:21][CH:20]=[CH:19][C:18]=2[F:23])[O:15]1.[CH3:30][S:31]SC.[Cl-].[NH4+].